Task: Predict the product of the given reaction.. Dataset: Forward reaction prediction with 1.9M reactions from USPTO patents (1976-2016) (1) Given the reactants [C:1]([O:5][C:6]([N:8]1[C:13]([CH3:14])=[CH:12][CH2:11][CH2:10][CH:9]1[CH2:15][CH2:16][CH2:17][CH2:18][CH3:19])=[O:7])([CH3:4])([CH3:3])[CH3:2].[C:20]([BH3-])#N.[Na+].C(O)(C(F)(F)F)=O.CCOC(C)=O, predict the reaction product. The product is: [C:6]([N:8]1[C@@H:9]([CH2:15][CH2:16][CH2:17][CH2:18][CH2:19][CH3:20])[CH2:10][CH2:11][CH2:12][C@@H:13]1[CH3:14])([O:5][C:1]([CH3:4])([CH3:3])[CH3:2])=[O:7]. (2) The product is: [F:8][C:2]([F:9])([CH:17]([OH:18])[C:16]1[CH:15]=[CH:14][C:13]([N+:10]([O-:12])=[O:11])=[CH:20][CH:19]=1)[C:3]([O:5][CH2:6][CH3:7])=[O:4]. Given the reactants Br[C:2]([F:9])([F:8])[C:3]([O:5][CH2:6][CH3:7])=[O:4].[N+:10]([C:13]1[CH:20]=[CH:19][C:16]([CH:17]=[O:18])=[CH:15][CH:14]=1)([O-:12])=[O:11].S([O-])(O)(=O)=O.[Na+], predict the reaction product. (3) Given the reactants [CH3:1][C:2]1([CH2:7][CH2:8][C:9]([NH:11][C:12]2[CH:13]=[N:14][C:15]3[C:20]([C:21]=2[NH:22][NH:23]C(OC(C)(C)C)=O)=[CH:19][CH:18]=[CH:17][CH:16]=3)=O)OCCO1.C1(C)C=CC(S([O-])(=O)=O)=CC=1.[NH+]1C=CC=CC=1.Cl.[OH-].[Na+], predict the reaction product. The product is: [CH3:1][C:2]1[CH2:7][CH2:8][C:9]2=[N:11][C:12]3[CH:13]=[N:14][C:15]4[C:20]([C:21]=3[N:22]2[N:23]=1)=[CH:19][CH:18]=[CH:17][CH:16]=4. (4) Given the reactants [Cl:1][C:2]1[CH:3]=[C:4]([C:7]([N+:10]([O-:12])=[O:11])=[CH:8][N:9]=1)[CH:5]=[O:6].[CH3:13][Li], predict the reaction product. The product is: [Cl:1][C:2]1[CH:3]=[C:4]([C:5](=[O:6])[CH3:13])[C:7]([N+:10]([O-:12])=[O:11])=[CH:8][N:9]=1. (5) Given the reactants [Cl:1][C:2]1[C:7]([F:8])=[CH:6][CH:5]=[C:4]([Cl:9])[C:3]=1[CH:10]([O:12][C:13]1[C:14]([NH2:19])=[N:15][CH:16]=[CH:17][CH:18]=1)[CH3:11].[I:20]N1C(=O)CCC1=O, predict the reaction product. The product is: [Cl:1][C:2]1[C:7]([F:8])=[CH:6][CH:5]=[C:4]([Cl:9])[C:3]=1[CH:10]([O:12][C:13]1[C:14]([NH2:19])=[N:15][CH:16]=[C:17]([I:20])[CH:18]=1)[CH3:11]. (6) Given the reactants [OH:1][C:2]1[CH:9]=[CH:8][C:5]([C:6]#[N:7])=[CH:4][CH:3]=1.C(=O)([O-])[O-].[K+].[K+].Br[CH2:17][CH2:18][CH2:19][CH2:20][CH2:21][CH2:22][CH2:23][CH3:24], predict the reaction product. The product is: [CH2:17]([O:1][C:2]1[CH:9]=[CH:8][C:5]([C:6]#[N:7])=[CH:4][CH:3]=1)[CH2:18][CH2:19][CH2:20][CH2:21][CH2:22][CH2:23][CH3:24]. (7) Given the reactants [CH3:1][N:2]([CH3:17])[CH2:3][CH2:4][NH:5][C:6]1[C:15]([F:16])=[CH:14][CH:13]=[CH:12][C:7]=1[C:8](OC)=[O:9].[H-].[H-].[H-].[H-].[Li+].[Al+3], predict the reaction product. The product is: [CH3:1][N:2]([CH3:17])[CH2:3][CH2:4][NH:5][C:6]1[C:15]([F:16])=[CH:14][CH:13]=[CH:12][C:7]=1[CH2:8][OH:9]. (8) Given the reactants [ClH:1].Cl.N[C@H]1CCN([CH2:9][CH:10]([C:22]2([OH:28])[CH2:27][CH2:26][CH2:25][CH2:24][CH2:23]2)[C:11]2[CH:16]=[CH:15][CH:14]=[C:13]([O:17][C:18]([F:21])([F:20])[F:19])[CH:12]=2)C1.OC1(C(C2C=CC=C(OC(F)(F)F)C=2)C([N:39]2[CH2:43][CH2:42][C@H:41]([NH:44]C(=O)OC(C)(C)C)[CH2:40]2)=O)CCCCC1, predict the reaction product. The product is: [ClH:1].[ClH:1].[NH2:44][C@H:41]1[CH2:42][CH2:43][N:39]([CH:23]2[CH2:24][CH2:25][CH2:26][CH2:27][C:22]2([CH:10]([C:11]2[CH:16]=[CH:15][CH:14]=[C:13]([O:17][C:18]([F:21])([F:20])[F:19])[CH:12]=2)[CH3:9])[OH:28])[CH2:40]1.